The task is: Predict the reactants needed to synthesize the given product.. This data is from Full USPTO retrosynthesis dataset with 1.9M reactions from patents (1976-2016). (1) The reactants are: [NH2:1][C:2]1[CH:7]=[CH:6][C:5]([CH2:8][CH2:9][C:10]([C:12]2[CH:17]=[CH:16][C:15]([F:18])=[CH:14][CH:13]=2)=[O:11])=[CH:4][CH:3]=1.C(N(CC)CC)C.[F:26][C:27]([F:38])([F:37])[C:28](O[C:28](=[O:29])[C:27]([F:38])([F:37])[F:26])=[O:29]. Given the product [F:26][C:27]([F:38])([F:37])[C:28]([NH:1][C:2]1[CH:7]=[CH:6][C:5]([CH2:8][CH2:9][C:10]([C:12]2[CH:13]=[CH:14][C:15]([F:18])=[CH:16][CH:17]=2)=[O:11])=[CH:4][CH:3]=1)=[O:29], predict the reactants needed to synthesize it. (2) Given the product [NH2:1][C:4]1[CH:5]=[C:6]2[C:11](=[CH:12][CH:13]=1)[O:10][CH2:9][CH2:8][C:7]2=[O:14], predict the reactants needed to synthesize it. The reactants are: [N+:1]([C:4]1[CH:5]=[C:6]2[C:11](=[CH:12][CH:13]=1)[O:10][CH2:9][CH2:8][C:7]2=[O:14])([O-])=O.NN. (3) Given the product [N+:21]([C:20]1[C:5]([CH2:4][C:3]([O:11][CH2:12][CH3:13])=[O:10])=[N:16][CH:17]=[CH:18][CH:19]=1)([O-:23])=[O:22], predict the reactants needed to synthesize it. The reactants are: [H-].[Na+].[C:3]([O:11][CH2:12][CH3:13])(=[O:10])[CH2:4][C:5](OCC)=O.ClC1[C:20]([N+:21]([O-:23])=[O:22])=[CH:19][CH:18]=[CH:17][N:16]=1.[Cl-].[NH4+].[Cl-].[Li+]. (4) Given the product [F:27][C:25]1[CH:24]=[C:23]([C:28]([F:29])([F:30])[F:31])[CH:22]=[C:21]([C:18]2[O:19][CH:20]=[C:16]([CH2:15][CH:2]([C:3]([O:5][CH2:6][CH3:7])=[O:4])[C:1]([O:9][CH2:10][CH3:11])=[O:8])[N:17]=2)[CH:26]=1, predict the reactants needed to synthesize it. The reactants are: [C:1]([O:9][CH2:10][CH3:11])(=[O:8])[CH2:2][C:3]([O:5][CH2:6][CH3:7])=[O:4].[H-].[Na+].Cl[CH2:15][C:16]1[N:17]=[C:18]([C:21]2[CH:26]=[C:25]([F:27])[CH:24]=[C:23]([C:28]([F:31])([F:30])[F:29])[CH:22]=2)[O:19][CH:20]=1.[I-].[Na+]. (5) Given the product [Br:13][C:14]1[CH:19]=[CH:18][C:17]([S:20]([NH:1][C:2]2[CH:11]=[CH:10][C:5]([C:6]([O:8][CH3:9])=[O:7])=[C:4]([F:12])[CH:3]=2)(=[O:22])=[O:21])=[C:16]([CH3:24])[CH:15]=1, predict the reactants needed to synthesize it. The reactants are: [NH2:1][C:2]1[CH:11]=[CH:10][C:5]([C:6]([O:8][CH3:9])=[O:7])=[C:4]([F:12])[CH:3]=1.[Br:13][C:14]1[CH:19]=[CH:18][C:17]([S:20](Cl)(=[O:22])=[O:21])=[C:16]([CH3:24])[CH:15]=1.N1C=CC=CC=1. (6) Given the product [Br:1][C:2]1[CH:3]=[C:4]2[C:10]([C:21]3[CH:22]=[CH:23][CH:24]=[CH:25][C:20]=3[O:19][CH3:18])=[N:9][N:8]([CH2:12][O:13][CH2:14][CH2:15][O:16][CH3:17])[C:5]2=[N:6][CH:7]=1, predict the reactants needed to synthesize it. The reactants are: [Br:1][C:2]1[CH:3]=[C:4]2[C:10](I)=[N:9][N:8]([CH2:12][O:13][CH2:14][CH2:15][O:16][CH3:17])[C:5]2=[N:6][CH:7]=1.[CH3:18][O:19][C:20]1[CH:25]=[CH:24][CH:23]=[CH:22][C:21]=1B(O)O.C(=O)([O-])[O-].[Na+].[Na+].C(OCC)(=O)C. (7) Given the product [NH2:19][C:13]1[N:12]=[C:11]([NH2:20])[C:10]2[C:15](=[CH:16][CH:17]=[CH:18][C:9]=2[O:8][CH2:7][CH:4]2[CH2:5][CH2:6][N:1]([C:32]([C:31]3[CH:35]=[CH:36][C:37]([F:38])=[C:29]([F:28])[CH:30]=3)=[O:33])[CH2:2][CH2:3]2)[N:14]=1, predict the reactants needed to synthesize it. The reactants are: [NH:1]1[CH2:6][CH2:5][CH:4]([CH2:7][O:8][C:9]2[CH:18]=[CH:17][CH:16]=[C:15]3[C:10]=2[C:11]([NH2:20])=[N:12][C:13]([NH2:19])=[N:14]3)[CH2:3][CH2:2]1.CN1CCOCC1.[F:28][C:29]1[CH:30]=[C:31]([CH:35]=[CH:36][C:37]=1[F:38])[C:32](Cl)=[O:33].C(O)C(N)(CO)CO. (8) Given the product [OH:1][C:2]1([C:21]([O:28][CH2:26][CH3:27])=[O:24])[CH2:7][CH2:6][N:5]([CH2:8][C:9]2[CH:14]=[CH:13][C:12]([C:15]3[N:16]=[N:17][N:18]([CH3:20])[N:19]=3)=[CH:11][CH:10]=2)[CH2:4][CH2:3]1, predict the reactants needed to synthesize it. The reactants are: [OH:1][C:2]1([C:21]#N)[CH2:7][CH2:6][N:5]([CH2:8][C:9]2[CH:14]=[CH:13][C:12]([C:15]3[N:16]=[N:17][N:18]([CH3:20])[N:19]=3)=[CH:11][CH:10]=2)[CH2:4][CH2:3]1.Cl.[OH-:24].[Na+].[CH2:26]([OH:28])[CH3:27]. (9) Given the product [CH3:14][O:13][C:6]1[C:7]2[C:12](=[CH:11][CH:10]=[CH:9][CH:8]=2)[C:3]([O:2][CH3:1])=[C:4]([O:15][CH3:16])[C:5]=1[CH:25]=[O:26], predict the reactants needed to synthesize it. The reactants are: [CH3:1][O:2][C:3]1[C:12]2[C:7](=[CH:8][CH:9]=[CH:10][CH:11]=2)[C:6]([O:13][CH3:14])=[CH:5][C:4]=1[O:15][CH3:16].[Li]CCCC.CN([CH:25]=[O:26])C.